From a dataset of Reaction yield outcomes from USPTO patents with 853,638 reactions. Predict the reaction yield, written as a fraction of the theoretical maximum amount of product (1.0 means a 100% yield; for example, 0.34 means a 34% yield). (1) The reactants are [CH:1]1([NH:6][C:7]2[N:12]=[C:11]([C:13]3[C:14]([C:32]4[CH:37]=[CH:36][C:35]([F:38])=[CH:34][CH:33]=4)=[N:15][N:16]4[CH:21]=[C:20]([C:22](OCC)([O:26]CC)[O:23][CH2:24][CH3:25])[CH:19]=[CH:18][C:17]=34)[CH:10]=[CH:9][N:8]=2)[CH2:5][CH2:4][CH2:3][CH2:2]1.O.C1(C)C=CC(S(O)(=O)=O)=CC=1.C(=O)(O)[O-].[Na+]. The catalyst is CC(C)=O.O. The product is [CH:1]1([NH:6][C:7]2[N:12]=[C:11]([C:13]3[C:14]([C:32]4[CH:33]=[CH:34][C:35]([F:38])=[CH:36][CH:37]=4)=[N:15][N:16]4[CH:21]=[C:20]([C:22]([O:23][CH2:24][CH3:25])=[O:26])[CH:19]=[CH:18][C:17]=34)[CH:10]=[CH:9][N:8]=2)[CH2:2][CH2:3][CH2:4][CH2:5]1. The yield is 0.850. (2) The reactants are [NH2:1][C:2]1[CH:3]=[CH:4][C:5]([N:10]2[CH:14]=[N:13][C:12]([CH3:15])=[N:11]2)=[C:6]([CH:9]=1)[C:7]#[N:8].[C:16](N1C=CC=CC1=O)(N1C=CC=CC1=O)=[S:17]. The catalyst is ClCCl. The product is [N:1]([C:2]1[CH:3]=[CH:4][C:5]([N:10]2[CH:14]=[N:13][C:12]([CH3:15])=[N:11]2)=[C:6]([CH:9]=1)[C:7]#[N:8])=[C:16]=[S:17]. The yield is 0.560. (3) The reactants are [Cl:1][C:2]1[C:6]([N:7]([CH2:18][CH3:19])[C:8](=[O:17])[CH2:9][CH:10]([S:15][CH3:16])[C:11]([F:14])([F:13])[F:12])=[CH:5][N:4]([C:20]2[CH:21]=[N:22][CH:23]=[CH:24][CH:25]=2)[N:3]=1.FC(F)(F)C([OH:33])C(F)(F)F.OO. No catalyst specified. The product is [Cl:1][C:2]1[C:6]([N:7]([CH2:18][CH3:19])[C:8](=[O:17])[CH2:9][CH:10]([S:15]([CH3:16])=[O:33])[C:11]([F:14])([F:13])[F:12])=[CH:5][N:4]([C:20]2[CH:21]=[N:22][CH:23]=[CH:24][CH:25]=2)[N:3]=1. The yield is 0.890. (4) The yield is 0.610. The catalyst is CC(C)=O. The reactants are [CH3:1][O:2][C:3]1[CH:8]=[CH:7][C:6]([C:9]2[C:10](=[O:19])[NH:11][C:12]3([CH2:18][CH2:17][CH2:16][CH2:15][CH2:14]3)[N:13]=2)=[CH:5][CH:4]=1.Br[CH2:21][C:22]([O:24][CH2:25][CH3:26])=[O:23].C(=O)([O-])[O-].[K+].[K+]. The product is [CH3:1][O:2][C:3]1[CH:4]=[CH:5][C:6]([C:9]2[C:10](=[O:19])[N:11]([CH2:21][C:22]([O:24][CH2:25][CH3:26])=[O:23])[C:12]3([CH2:18][CH2:17][CH2:16][CH2:15][CH2:14]3)[N:13]=2)=[CH:7][CH:8]=1. (5) The reactants are C(O[C:4]1[CH2:10][CH2:9][CH2:8][CH2:7][C:6](=[O:11])[CH:5]=1)C.[CH2:12]([Mg]Cl)[C:13]1[CH:18]=[CH:17][CH:16]=[CH:15][CH:14]=1.OS(O)(=O)=O. The catalyst is C1COCC1. The product is [CH2:12]([C:4]1[CH2:10][CH2:9][CH2:8][CH2:7][C:6](=[O:11])[CH:5]=1)[C:13]1[CH:18]=[CH:17][CH:16]=[CH:15][CH:14]=1. The yield is 0.650. (6) The reactants are Br[CH:2]([CH2:5][CH3:6])[CH2:3][CH3:4].[Mg].[CH:8]([C:10]1[CH:15]=[CH:14][C:13]([NH:16][C:17](=[O:19])[CH3:18])=[CH:12][CH:11]=1)=[O:9].[NH4+].[Cl-]. The yield is 0.520. The product is [CH2:3]([CH:2]([CH2:5][CH3:6])[CH:8]([C:10]1[CH:11]=[CH:12][C:13]([NH:16][C:17](=[O:19])[CH3:18])=[CH:14][CH:15]=1)[OH:9])[CH3:4]. The catalyst is CCOCC.C1COCC1.